This data is from Full USPTO retrosynthesis dataset with 1.9M reactions from patents (1976-2016). The task is: Predict the reactants needed to synthesize the given product. (1) Given the product [CH3:12][O:13][C:14](=[O:15])[C:10]([OH:11])=[CH:9][C:8](=[O:18])[N:7]([CH2:6][C:5]1[CH:4]=[CH:3][C:2]([Cl:1])=[CH:22][CH:21]=1)[O:19][CH3:20], predict the reactants needed to synthesize it. The reactants are: [Cl:1][C:2]1[CH:22]=[CH:21][C:5]([CH2:6][N:7]([O:19][CH3:20])[C:8](=[O:18])[CH:9]=[C:10]2[C:14](=[O:15])[O:13][C:12](C)(C)[O:11]2)=[CH:4][CH:3]=1. (2) Given the product [NH:28]([C:12]1[C:13]2[CH:18]=[N:17][CH:16]=[N:15][C:14]=2[N:9]([O:8][CH2:1][C:2]2[CH:7]=[CH:6][CH:5]=[CH:4][CH:3]=2)[C:10](=[O:25])[C:11]=1[C:20]([O:22][CH2:23][CH3:24])=[O:21])[C:31]1[CH:32]=[CH:4][CH:3]=[CH:2][CH:1]=1, predict the reactants needed to synthesize it. The reactants are: [CH2:1]([O:8][N:9]1[C:14]2[N:15]=[CH:16][N:17]=[CH:18][C:13]=2[C:12](O)=[C:11]([C:20]([O:22][CH2:23][CH3:24])=[O:21])[C:10]1=[O:25])[C:2]1[CH:7]=[CH:6][CH:5]=[CH:4][CH:3]=1.C([N:28]([CH2:31][CH3:32])CC)C.